Dataset: Reaction yield outcomes from USPTO patents with 853,638 reactions. Task: Predict the reaction yield, written as a fraction of the theoretical maximum amount of product (1.0 means a 100% yield; for example, 0.34 means a 34% yield). (1) The reactants are [CH:1]1([C:4]2[CH:9]=[CH:8][C:7]([NH2:10])=[C:6]([F:11])[CH:5]=2)[CH2:3][CH2:2]1.[Li+].C[Si]([N-][Si](C)(C)C)(C)C.F[C:23]1[C:31]2[S:30][N:29]=[CH:28][C:27]=2[CH:26]=[CH:25][C:24]=1[C:32]([OH:34])=[O:33]. The catalyst is C1COCC1. The product is [CH:1]1([C:4]2[CH:9]=[CH:8][C:7]([NH:10][C:23]3[C:31]4[S:30][N:29]=[CH:28][C:27]=4[CH:26]=[CH:25][C:24]=3[C:32]([OH:34])=[O:33])=[C:6]([F:11])[CH:5]=2)[CH2:3][CH2:2]1. The yield is 0.320. (2) The yield is 0.280. The product is [CH3:34][N:18]([CH3:17])[CH2:19][CH2:20][CH2:21][NH:22][C:23]([C:25]1[C:29]([CH3:30])=[C:28]([CH:31]=[C:10]2[C:9]3[C:13](=[CH:14][CH:15]=[C:7]([C:1]4[CH:2]=[CH:3][CH:4]=[CH:5][CH:6]=4)[CH:8]=3)[NH:12][C:11]2=[O:16])[NH:27][C:26]=1[CH3:33])=[O:24]. No catalyst specified. The reactants are [C:1]1([C:7]2[CH:8]=[C:9]3[C:13](=[CH:14][CH:15]=2)[NH:12][C:11](=[O:16])[CH2:10]3)[CH:6]=[CH:5][CH:4]=[CH:3][CH:2]=1.[CH3:17][N:18]([CH3:34])[CH2:19][CH2:20][CH2:21][NH:22][C:23]([C:25]1[C:29]([CH3:30])=[C:28]([CH:31]=O)[NH:27][C:26]=1[CH3:33])=[O:24]. (3) The reactants are Br[C:2]1[CH:9]=[N:8][CH:7]=[C:6]([Br:10])[C:3]=1[CH:4]=[O:5].[CH3:11][C:12]1([CH3:25])[CH2:23][C:22]2[CH:21]=[C:20]3[N:15]([CH2:16][CH2:17][NH:18][C:19]3=[O:24])[C:14]=2[CH2:13]1.C(=O)([O-])[O-].[Cs+].[Cs+].CC1(C)C2C(=C(P(C3C=CC=CC=3)C3C=CC=CC=3)C=CC=2)OC2C(P(C3C=CC=CC=3)C3C=CC=CC=3)=CC=CC1=2. The catalyst is C1C=CC(/C=C/C(/C=C/C2C=CC=CC=2)=O)=CC=1.C1C=CC(/C=C/C(/C=C/C2C=CC=CC=2)=O)=CC=1.C1C=CC(/C=C/C(/C=C/C2C=CC=CC=2)=O)=CC=1.[Pd].[Pd].O1CCOCC1. The product is [Br:10][C:6]1[CH:7]=[N:8][CH:9]=[C:2]([N:18]2[CH2:17][CH2:16][N:15]3[C:20](=[CH:21][C:22]4[CH2:23][C:12]([CH3:11])([CH3:25])[CH2:13][C:14]=43)[C:19]2=[O:24])[C:3]=1[CH:4]=[O:5]. The yield is 0.700. (4) The yield is 0.950. The product is [CH2:19]([O:18][C:13]1[CH:12]=[C:11]([C:10]2[C:9](=[O:21])[C:3]3[C:2](=[CH:7][C:6]([OH:8])=[CH:5][CH:4]=3)[O:1][C:22]=2[C:24]([F:27])([F:26])[F:25])[CH:16]=[CH:15][C:14]=1[OH:17])[CH3:20]. The catalyst is C(Cl)Cl. The reactants are [OH:1][C:2]1[CH:7]=[C:6]([OH:8])[CH:5]=[CH:4][C:3]=1[C:9](=[O:21])[CH2:10][C:11]1[CH:16]=[CH:15][C:14]([OH:17])=[C:13]([O:18][CH2:19][CH3:20])[CH:12]=1.[C:22](O[C:22]([C:24]([F:27])([F:26])[F:25])=O)([C:24]([F:27])([F:26])[F:25])=O. (5) The reactants are FC(F)(F)S(O[C:7]1[CH:16]=[CH:15][C:14]2[C:9](=[CH:10][CH:11]=[CH:12][CH:13]=2)[C:8]=1[N+:17]([O-:19])=[O:18])(=O)=O.[NH2:22][C:23]1[CH:28]=[CH:27][C:26]([NH:29][C:30](=[O:36])[O:31][C:32]([CH3:35])([CH3:34])[CH3:33])=[CH:25][CH:24]=1.C1(P(C2C=CC=CC=2)C2C=CC=CC=2)C=CC=CC=1.C(=O)([O-])[O-].[K+].[K+]. The catalyst is C1C=CC([P]([Pd]([P](C2C=CC=CC=2)(C2C=CC=CC=2)C2C=CC=CC=2)([P](C2C=CC=CC=2)(C2C=CC=CC=2)C2C=CC=CC=2)[P](C2C=CC=CC=2)(C2C=CC=CC=2)C2C=CC=CC=2)(C2C=CC=CC=2)C2C=CC=CC=2)=CC=1.C1(C)C=CC=CC=1. The product is [N+:17]([C:8]1[C:9]2[C:14](=[CH:13][CH:12]=[CH:11][CH:10]=2)[CH:15]=[CH:16][C:7]=1[NH:22][C:23]1[CH:24]=[CH:25][C:26]([NH:29][C:30](=[O:36])[O:31][C:32]([CH3:34])([CH3:33])[CH3:35])=[CH:27][CH:28]=1)([O-:19])=[O:18]. The yield is 0.780. (6) The reactants are [CH3:1][C:2]1[C:10]([B:11]2[O:15][C:14]([CH3:17])([CH3:16])[C:13]([CH3:19])([CH3:18])[O:12]2)=[CH:9][CH:8]=[CH:7][C:3]=1[C:4](O)=[O:5].S(Cl)([Cl:22])=O. The catalyst is CN(C=O)C.C(Cl)(Cl)Cl. The product is [CH3:1][C:2]1[C:10]([B:11]2[O:15][C:14]([CH3:17])([CH3:16])[C:13]([CH3:19])([CH3:18])[O:12]2)=[CH:9][CH:8]=[CH:7][C:3]=1[C:4]([Cl:22])=[O:5]. The yield is 0.705. (7) The reactants are C[Si]([C:5]#[N:6])(C)C.[NH2:7][C:8]1[CH:13]=[CH:12][C:11]([CH2:14][CH2:15][CH2:16][C:17]([OH:19])=[O:18])=[CH:10][CH:9]=1.[C:20]1(=O)[CH2:23][CH2:22][CH2:21]1.S([O-])([O-])(=O)=O.[Na+].[Na+]. The yield is 0.860. The catalyst is O1CCOCC1.CC(C)=O.ClCCl. The product is [C:5]([C:20]1([NH:7][C:8]2[CH:9]=[CH:10][C:11]([CH2:14][CH2:15][CH2:16][C:17]([OH:19])=[O:18])=[CH:12][CH:13]=2)[CH2:23][CH2:22][CH2:21]1)#[N:6].